From a dataset of Experimentally validated miRNA-target interactions with 360,000+ pairs, plus equal number of negative samples. Binary Classification. Given a miRNA mature sequence and a target amino acid sequence, predict their likelihood of interaction. (1) The miRNA is mmu-miR-3064-5p with sequence UCUGGCUGUUGUGGUGUGCAAA. Result: 1 (interaction). The protein sequence of the target gene is MLPAVKTVEAEEEYAEDCPELVPIETKNQEEENLDFITKIPVTIVTGYLGAGKTTLLNYILTEQHNRKIAVILNEFGEGSAVEKSLAVSQGGELYEEWLELRNGCLCCSVKDSGLRAIENLMQKKGKFDYILLETTGLADPGAVASMFWVDAELGSDIYLDGIITVVDSKYGLKHLTEEKPDGLVNEATRQVALADMILINKTDLVSEEELNNLRTTIRSINGLGKVLETQRSRVHLSNILDLHAYDILSGISLQKKLQHVSTAPHLDQSIVTVTFEVPGSAKEECLNVFIQNLLWEKNV.... (2) The miRNA is hsa-miR-3158-5p with sequence CCUGCAGAGAGGAAGCCCUUC. The protein sequence of the target gene is MLKMAEPIASLMIVECRACLRCSPLFLYQREKDRMTENMKECLAQTNAAVGDMVTVVKTEVCSPLRDQEYGQPCSRRPDSSAMEVEPKKLKGKRDLIVPKSFQQVDFWFCESCQEYFVDECPNHGPPVFVSDTPVPVGIPDRAALTIPQGMEVVKDTSGESDVRCVNEVIPKGHIFGPYEGQISTQDKSAGFFSWLIVDKNNRYKSIDGSDETKANWMRYVVISREEREQNLLAFQHSERIYFRACRDIRPGEWLRVWYSEDYMKRLHSMSQETIHRNLARGEKRLQREKSEQVLDNPED.... Result: 1 (interaction). (3) The miRNA is hsa-miR-548aq-3p with sequence CAAAAACUGCAAUUACUUUUGC. The protein sequence of the target gene is MTATVENLTFQKDTLGNAVDKNTSRLELRSYSLAGRHGSTEPLVLAWSSQFRRLTWGCALDALHRSPCVAASQHGVTHLIRSSRTPHSTRCRKEDAQPGHHGNGAASVTAQARGQRSVLQVPLPVPRSCLFSESFVVSVSSQSRFLASVPGTGVQRSTAADMAASTAAGKQRIPKVAKVKNKAPAEVQITAEQLLREAKERELELLPPPPQQKITDEEELNDYKLRKRKTFEDNIRKNRTVISNWIKYAQWEESLKEIQRARSIYERALDVDYRNITLWLKYAEMEMKNRQVNHARNIWD.... Result: 1 (interaction).